This data is from Reaction yield outcomes from USPTO patents with 853,638 reactions. The task is: Predict the reaction yield, written as a fraction of the theoretical maximum amount of product (1.0 means a 100% yield; for example, 0.34 means a 34% yield). (1) The reactants are [CH:1]1([N:6]2[CH2:12][C:11]3([CH2:14][CH2:13]3)[C:10](=[O:15])[N:9]([CH3:16])[C:8]3[CH:17]=[N:18][C:19]([NH:21][C:22]4[CH:30]=[CH:29][C:25]([C:26]([OH:28])=O)=[CH:24][C:23]=4[O:31][CH3:32])=[N:20][C:7]2=3)[CH2:5][CH2:4][CH2:3][CH2:2]1.CCN(C(C)C)C(C)C.CN(C(ON1N=NC2C=CC=CC1=2)=[N+](C)C)C.[B-](F)(F)(F)F.[CH3:64][N:65]1[CH2:70][CH2:69][N:68]([CH:71]2[CH2:76][CH2:75][CH:74]([NH2:77])[CH2:73][CH2:72]2)[CH2:67][CH2:66]1. The catalyst is CN(C=O)C. The product is [CH:1]1([N:6]2[CH2:12][C:11]3([CH2:14][CH2:13]3)[C:10](=[O:15])[N:9]([CH3:16])[C:8]3[CH:17]=[N:18][C:19]([NH:21][C:22]4[CH:30]=[CH:29][C:25]([C:26]([NH:77][C@H:74]5[CH2:73][CH2:72][C@H:71]([N:68]6[CH2:67][CH2:66][N:65]([CH3:64])[CH2:70][CH2:69]6)[CH2:76][CH2:75]5)=[O:28])=[CH:24][C:23]=4[O:31][CH3:32])=[N:20][C:7]2=3)[CH2:2][CH2:3][CH2:4][CH2:5]1. The yield is 0.180. (2) The yield is 0.510. The catalyst is C(O)C.C(OCC)(=O)C.C([O-])(=O)C.[Pd+2].C([O-])(=O)C.C1(P(C2C=CC=CC=2)C2C=CC=CC=2)C=CC=CC=1. The product is [CH2:21]([O:20][C:19]1[C:18](=[O:28])[N:17]2[C:12]([C:13]([CH3:30])([CH3:29])[O:14][CH2:15][CH2:16]2)=[N:11][C:10]=1[C:8]([NH:7][CH2:6][C:5]1[CH:31]=[CH:32][C:2]([F:1])=[CH:3][C:4]=1[P:43](=[O:50])([O:47][CH2:48][CH3:49])[O:44][CH2:45][CH3:46])=[O:9])[C:22]1[CH:27]=[CH:26][CH:25]=[CH:24][CH:23]=1. The reactants are [F:1][C:2]1[CH:32]=[CH:31][C:5]([CH2:6][NH:7][C:8]([C:10]2[N:11]=[C:12]3[N:17]([C:18](=[O:28])[C:19]=2[O:20][CH2:21][C:22]2[CH:27]=[CH:26][CH:25]=[CH:24][CH:23]=2)[CH2:16][CH2:15][O:14][C:13]3([CH3:30])[CH3:29])=[O:9])=[C:4](I)[CH:3]=1.C(N(CC)C(C)C)(C)C.[P:43]([O-:50])([O:47][CH2:48][CH3:49])[O:44][CH2:45][CH3:46].